This data is from NCI-60 drug combinations with 297,098 pairs across 59 cell lines. The task is: Regression. Given two drug SMILES strings and cell line genomic features, predict the synergy score measuring deviation from expected non-interaction effect. Drug 1: C1=CC(=C2C(=C1NCCNCCO)C(=O)C3=C(C=CC(=C3C2=O)O)O)NCCNCCO. Drug 2: CC1=C(C(=CC=C1)Cl)NC(=O)C2=CN=C(S2)NC3=CC(=NC(=N3)C)N4CCN(CC4)CCO. Cell line: OVCAR-4. Synergy scores: CSS=22.2, Synergy_ZIP=-3.70, Synergy_Bliss=1.06, Synergy_Loewe=3.18, Synergy_HSA=4.61.